From a dataset of Catalyst prediction with 721,799 reactions and 888 catalyst types from USPTO. Predict which catalyst facilitates the given reaction. (1) Reactant: [C:1]([C:3]1[C:8]([OH:9])=[CH:7][CH:6]=[CH:5][N:4]=1)#[N:2].Br[CH2:11][C:12]([O:14][CH3:15])=[O:13].C(=O)([O-])[O-].[K+].[K+]. Product: [C:1]([C:3]1[C:8]([O:9][CH2:11][C:12]([O:14][CH3:15])=[O:13])=[CH:7][CH:6]=[CH:5][N:4]=1)#[N:2]. The catalyst class is: 21. (2) Reactant: Cl.[NH:2]1[CH2:5][CH:4]([C:6]2[CH:32]=[CH:31][C:9]3[C:10]4[C:14]([CH2:15][CH2:16][O:17][C:8]=3[CH:7]=2)=[CH:13][N:12]([C:18]2[N:19]([C:23]3[CH:28]=[CH:27][C:26]([F:29])=[CH:25][C:24]=3[F:30])[N:20]=[CH:21][N:22]=2)[N:11]=4)[CH2:3]1.Br[CH2:34][CH2:35][O:36]C1CCCCO1.CO. Product: [F:30][C:24]1[CH:25]=[C:26]([F:29])[CH:27]=[CH:28][C:23]=1[N:19]1[C:18]([N:12]2[N:11]=[C:10]3[C:14]([CH2:15][CH2:16][O:17][C:8]4[CH:7]=[C:6]([CH:4]5[CH2:3][N:2]([CH2:34][CH2:35][OH:36])[CH2:5]5)[CH:32]=[CH:31][C:9]=43)=[CH:13]2)=[N:22][CH:21]=[N:20]1. The catalyst class is: 6. (3) Reactant: [Br:1][C:2]1[CH:7]=[C:6]([F:8])[CH:5]=[CH:4][C:3]=1[CH:9]1[C:14]([C:15]([O:17][CH2:18][CH3:19])=[O:16])=[C:13]([CH3:20])[NH:12][C:11]([C:21]2[N:25]=[CH:24][N:23]([CH3:26])[N:22]=2)=[N:10]1.C1C(=O)N([Br:34])C(=O)C1. Product: [Br:1][C:2]1[CH:7]=[C:6]([F:8])[CH:5]=[CH:4][C:3]=1[CH:9]1[C:14]([C:15]([O:17][CH2:18][CH3:19])=[O:16])=[C:13]([CH2:20][Br:34])[NH:12][C:11]([C:21]2[N:25]=[CH:24][N:23]([CH3:26])[N:22]=2)=[N:10]1. The catalyst class is: 22. (4) Reactant: C(OC([N:8]1[CH2:25][CH2:24][CH2:23][C:10]2([N:14]([C:15]3[CH:20]=[CH:19][CH:18]=[CH:17][CH:16]=3)[CH2:13][N:12]([CH3:21])[C:11]2=[O:22])[CH2:9]1)=O)(C)(C)C.C(O)(C(F)(F)F)=O. Product: [CH3:21][N:12]1[C:11](=[O:22])[C:10]2([CH2:23][CH2:24][CH2:25][NH:8][CH2:9]2)[N:14]([C:15]2[CH:20]=[CH:19][CH:18]=[CH:17][CH:16]=2)[CH2:13]1. The catalyst class is: 2.